From a dataset of Reaction yield outcomes from USPTO patents with 853,638 reactions. Predict the reaction yield, written as a fraction of the theoretical maximum amount of product (1.0 means a 100% yield; for example, 0.34 means a 34% yield). The reactants are [Si]([O:8][CH2:9][C:10]1[N:11]([CH3:45])[C:12]2[CH:13]=[C:14]3[O:23][CH2:22][CH2:21][C:20]4[C:24]([OH:44])=[C:25]([C:40]([O:42][CH3:43])=[O:41])[C:26](=[O:39])[N:27]([CH2:28][C:29]5[CH:34]=[CH:33][C:32]([O:35][CH3:36])=[CH:31][C:30]=5[O:37][CH3:38])[C:19]=4[C:15]3=[CH:16][C:17]=2[CH:18]=1)(C(C)(C)C)(C)C.CCCC[N+](CCCC)(CCCC)CCCC.[F-]. The catalyst is C1COCC1. The product is [CH3:38][O:37][C:30]1[CH:31]=[C:32]([O:35][CH3:36])[CH:33]=[CH:34][C:29]=1[CH2:28][N:27]1[C:19]2[C:15]3[C:14]([O:23][CH2:22][CH2:21][C:20]=2[C:24]([OH:44])=[C:25]([C:40]([O:42][CH3:43])=[O:41])[C:26]1=[O:39])=[CH:13][C:12]1[N:11]([CH3:45])[C:10]([CH2:9][OH:8])=[CH:18][C:17]=1[CH:16]=3. The yield is 0.800.